Predict the product of the given reaction. From a dataset of Forward reaction prediction with 1.9M reactions from USPTO patents (1976-2016). Given the reactants [F:1][C:2]1[CH:3]=[CH:4][C:5]2[N:9]=[C:8]([C@@H:10]([NH2:12])[CH3:11])[N:7]([C:13]3[CH:18]=[CH:17][CH:16]=[CH:15][N:14]=3)[C:6]=2[CH:19]=1.[NH2:20][C:21]1[C:26]([C:27]#[N:28])=[C:25](Cl)[N:24]=[CH:23][N:22]=1.CCN(C(C)C)C(C)C, predict the reaction product. The product is: [NH2:20][C:21]1[C:26]([C:27]#[N:28])=[C:25]([NH:12][C@H:10]([C:8]2[N:7]([C:13]3[CH:18]=[CH:17][CH:16]=[CH:15][N:14]=3)[C:6]3[CH:19]=[C:2]([F:1])[CH:3]=[CH:4][C:5]=3[N:9]=2)[CH3:11])[N:24]=[CH:23][N:22]=1.